From a dataset of Catalyst prediction with 721,799 reactions and 888 catalyst types from USPTO. Predict which catalyst facilitates the given reaction. Reactant: [N+](C1C=C(N[C:11]2[N:18]=[CH:17][CH:16]=[CH:15][C:12]=2C=O)C=CC=1)([O-])=O.C[C:20]1[N:29]=[C:28]2[C:23]([CH:24]=[C:25]([CH2:40][CH2:41][CH2:42]C3C=CN=CC=3)[C:26](=[O:39])[N:27]2[C:30]2[CH:35]=[CH:34][CH:33]=[C:32]([N+:36]([O-:38])=[O:37])[CH:31]=2)=[CH:22][CH:21]=1.[Li+].[CH3:50]C([N-]C(C)C)C. Product: [N+:36]([C:32]1[CH:31]=[C:30]([N:27]2[C:28]3[C:23](=[CH:22][CH:21]=[CH:20][N:29]=3)[CH:24]=[C:25]([CH2:40][CH2:41][CH2:42][CH2:50][C:11]3[CH:12]=[CH:15][CH:16]=[CH:17][N:18]=3)[C:26]2=[O:39])[CH:35]=[CH:34][CH:33]=1)([O-:38])=[O:37]. The catalyst class is: 3.